From a dataset of Reaction yield outcomes from USPTO patents with 853,638 reactions. Predict the reaction yield, written as a fraction of the theoretical maximum amount of product (1.0 means a 100% yield; for example, 0.34 means a 34% yield). (1) The reactants are C(OC([N:8]1[CH2:13][CH2:12][CH:11]([CH:14]2[C:27]3[CH:26]=[CH:25][C:24]([C:28]4[CH:29]=[N:30][CH:31]=[CH:32][CH:33]=4)=[CH:23][C:22]=3[S:21][C:20]3[C:15]2=[CH:16][CH:17]=[CH:18][C:19]=3[O:34][CH3:35])[CH2:10][CH2:9]1)=O)(C)(C)C.C(O)(C(F)(F)F)=O. The catalyst is C(Cl)Cl. The product is [CH3:35][O:34][C:19]1[CH:18]=[CH:17][CH:16]=[C:15]2[C:20]=1[S:21][C:22]1[CH:23]=[C:24]([C:28]3[CH:29]=[N:30][CH:31]=[CH:32][CH:33]=3)[CH:25]=[CH:26][C:27]=1[CH:14]2[CH:11]1[CH2:10][CH2:9][NH:8][CH2:13][CH2:12]1. The yield is 0.355. (2) The reactants are [OH-].[Na+].[CH2:3]([O:7][C:8]1[CH:13]=[CH:12][C:11]([S:14]([CH2:17][NH:18][CH2:19][C:20]([N:29]2[CH2:34][CH2:33][N:32]([S:35]([CH3:38])(=[O:37])=[O:36])[CH2:31][CH2:30]2)(C(OC)=O)[C:21]([O:23]C)=[O:22])(=[O:16])=[O:15])=[CH:10][CH:9]=1)[C:4]#[C:5][CH3:6].Cl. The catalyst is O1CCCC1.CO.O. The product is [CH2:3]([O:7][C:8]1[CH:13]=[CH:12][C:11]([S:14]([CH2:17][NH:18][CH2:19][CH:20]([N:29]2[CH2:30][CH2:31][N:32]([S:35]([CH3:38])(=[O:36])=[O:37])[CH2:33][CH2:34]2)[C:21]([OH:23])=[O:22])(=[O:15])=[O:16])=[CH:10][CH:9]=1)[C:4]#[C:5][CH3:6]. The yield is 0.870. (3) The reactants are [N+:1]([CH:4]([CH2:11][CH2:12][CH2:13][CH2:14][CH2:15][CH2:16][CH2:17][CH2:18][CH2:19][CH2:20][CH2:21][CH2:22][CH2:23][CH2:24][CH2:25][CH2:26][CH3:27])[CH2:5][CH2:6][C:7]([O:9]C)=[O:8])([O-:3])=[O:2].[Li+].[OH-].Cl. The catalyst is COCCOC. The product is [N+:1]([CH:4]([CH2:11][CH2:12][CH2:13][CH2:14][CH2:15][CH2:16][CH2:17][CH2:18][CH2:19][CH2:20][CH2:21][CH2:22][CH2:23][CH2:24][CH2:25][CH2:26][CH3:27])[CH2:5][CH2:6][C:7]([OH:9])=[O:8])([O-:3])=[O:2]. The yield is 0.850.